Dataset: Forward reaction prediction with 1.9M reactions from USPTO patents (1976-2016). Task: Predict the product of the given reaction. Given the reactants [NH2:1][C@H:2]([C:7]1[CH:12]=[CH:11][CH:10]=[CH:9][CH:8]=1)[C:3]([CH3:6])([OH:5])[CH3:4].C([O-])([O-])=O.[K+].[K+].[N:19]#[C:20]Br, predict the reaction product. The product is: [CH3:4][C:3]1([CH3:6])[O:5][C:20]([NH2:19])=[N:1][C@@H:2]1[C:7]1[CH:12]=[CH:11][CH:10]=[CH:9][CH:8]=1.